Dataset: Catalyst prediction with 721,799 reactions and 888 catalyst types from USPTO. Task: Predict which catalyst facilitates the given reaction. (1) Reactant: [CH2:1]([O:3][CH:4]([O:20][CH2:21][CH3:22])[C:5]1[N:10]=[C:9]([S:11][CH2:12][C:13]2[CH:18]=[CH:17][CH:16]=[CH:15][CH:14]=2)[N:8]=[C:7]([NH2:19])[CH:6]=1)[CH3:2].[Br:23][C:24]1[CH:33]=[CH:32][C:27]2[N:28]=[C:29](Cl)[S:30][C:26]=2[CH:25]=1.[H-].[Na+].[Cl-].[NH4+]. Product: [CH2:21]([O:20][CH:4]([O:3][CH2:1][CH3:2])[C:5]1[N:10]=[C:9]([S:11][CH2:12][C:13]2[CH:18]=[CH:17][CH:16]=[CH:15][CH:14]=2)[N:8]=[C:7]([NH:19][C:29]2[S:30][C:26]3[CH:25]=[C:24]([Br:23])[CH:33]=[CH:32][C:27]=3[N:28]=2)[CH:6]=1)[CH3:22]. The catalyst class is: 42. (2) Reactant: [NH:1]1[CH2:5][CH2:4][CH2:3][CH2:2]1.C(N(CC)CC)C.Cl.[F:14][C:15]([F:49])([F:48])[C:16]1[CH:21]=[C:20]([C:22]2[CH:27]=[CH:26][C:25]([C:28]([F:31])([F:30])[F:29])=[CH:24][CH:23]=2)[N:19]=[C:18]([C:32]2[CH:37]=[CH:36][N:35]=[C:34]([C:38]3[CH:39]=[C:40]([S:44](Cl)(=[O:46])=[O:45])[CH:41]=[CH:42][CH:43]=3)[CH:33]=2)[N:17]=1. Product: [N:1]1([S:44]([C:40]2[CH:39]=[C:38]([C:34]3[CH:33]=[C:32]([C:18]4[N:17]=[C:16]([C:15]([F:14])([F:48])[F:49])[CH:21]=[C:20]([C:22]5[CH:27]=[CH:26][C:25]([C:28]([F:31])([F:29])[F:30])=[CH:24][CH:23]=5)[N:19]=4)[CH:37]=[CH:36][N:35]=3)[CH:43]=[CH:42][CH:41]=2)(=[O:45])=[O:46])[CH2:5][CH2:4][CH2:3][CH2:2]1. The catalyst class is: 1. (3) Reactant: [CH3:1][S:2](OCCCOCCCCCC)(=[O:4])=[O:3].[CH2:16]([O:22][CH2:23][CH2:24][CH2:25][O:26][CH2:27][CH2:28][CH2:29][CH2:30][CH2:31][OH:32])[CH2:17][CH2:18][CH2:19][CH2:20][CH3:21].CS(Cl)(=O)=O.C(Cl)Cl. Product: [CH3:1][S:2]([O:32][CH2:31][CH2:30][CH2:29][CH2:28][CH2:27][O:26][CH2:25][CH2:24][CH2:23][O:22][CH2:16][CH2:17][CH2:18][CH2:19][CH2:20][CH3:21])(=[O:4])=[O:3]. The catalyst class is: 425. (4) Reactant: [NH2:1][C:2]1[CH:3]=[C:4]([CH:14]=[CH:15][C:16]=1[O:17][CH3:18])[C:5]([NH:7][C:8]1[CH:13]=[CH:12][CH:11]=[CH:10][CH:9]=1)=[O:6].[C:19]([C:21]1[CH:22]=[C:23]([N:27]=[C:28]=[S:29])[CH:24]=[CH:25][CH:26]=1)#[N:20]. Product: [C:19]([C:21]1[CH:22]=[C:23]([NH:27][C:28](=[S:29])[NH:1][C:2]2[CH:3]=[C:4]([CH:14]=[CH:15][C:16]=2[O:17][CH3:18])[C:5]([NH:7][C:8]2[CH:13]=[CH:12][CH:11]=[CH:10][CH:9]=2)=[O:6])[CH:24]=[CH:25][CH:26]=1)#[N:20]. The catalyst class is: 866. (5) Reactant: [CH2:1]([O:3][C:4]([C:6]1[N:7]([CH3:15])[N:8]=[C:9]([C:11]([CH3:14])([CH3:13])[CH3:12])[CH:10]=1)=[O:5])[CH3:2].[B-](F)(F)(F)[F:17].[B-](F)(F)(F)F.C1[N+]2(CCl)CC[N+](F)(CC2)C1. Product: [CH2:1]([O:3][C:4]([C:6]1[N:7]([CH3:15])[N:8]=[C:9]([C:11]([CH3:14])([CH3:13])[CH3:12])[C:10]=1[F:17])=[O:5])[CH3:2]. The catalyst class is: 290. (6) Reactant: [F:1][C:2]([F:6])([F:5])[CH2:3][NH2:4].[F:7][C:8]1[CH:13]=[CH:12][C:11]([S:14](Cl)(=[O:16])=[O:15])=[CH:10][CH:9]=1. The catalyst class is: 17. Product: [F:7][C:8]1[CH:13]=[CH:12][C:11]([S:14]([NH:4][CH2:3][C:2]([F:6])([F:5])[F:1])(=[O:16])=[O:15])=[CH:10][CH:9]=1. (7) Reactant: [Cl:1][C:2]1[N:10]=[CH:9][N:8]=[C:7]2[C:3]=1[N:4]=[CH:5][N:6]2[C@H:11]1[C@@H:15]2[O:16][C:17]([CH3:20])([CH3:19])[O:18][C@@H:14]2[C@@H:13]([CH2:21][OH:22])[O:12]1.N1C=CC=CC=1.[C:29](OC(=O)C)(=[O:31])[CH3:30]. Product: [C:29]([O:22][CH2:21][C@@H:13]1[C@@H:14]2[C@@H:15]([O:16][C:17]([CH3:19])([CH3:20])[O:18]2)[C@H:11]([N:6]2[CH:5]=[N:4][C:3]3[C:7]2=[N:8][CH:9]=[N:10][C:2]=3[Cl:1])[O:12]1)(=[O:31])[CH3:30]. The catalyst class is: 143. (8) Reactant: C([O:4][C:5]([C:7]1[CH:8]=[C:9]([CH:35]=[CH:36][CH:37]=1)[CH2:10][O:11][CH2:12][C@@H:13]([NH:16][C:17](=[O:34])[C@H:18]([CH2:26][C:27]1[CH:32]=[CH:31][CH:30]=[C:29]([CH3:33])[CH:28]=1)[NH:19][C:20]1[CH:25]=[CH:24][CH:23]=[CH:22][CH:21]=1)[C:14]#[N:15])=[O:6])C=C.N1CCOCC1. Product: [C:5]([C:7]1[CH:8]=[C:9]([CH:35]=[CH:36][CH:37]=1)[CH2:10][O:11][CH2:12][C@@H:13]([NH:16][C:17](=[O:34])[C@H:18]([CH2:26][C:27]1[CH:32]=[CH:31][CH:30]=[C:29]([CH3:33])[CH:28]=1)[NH:19][C:20]1[CH:25]=[CH:24][CH:23]=[CH:22][CH:21]=1)[C:14]#[N:15])([OH:6])=[O:4]. The catalyst class is: 1. (9) The catalyst class is: 4. Product: [CH2:1]([N+:5]1([O-:25])[CH2:9][CH2:8][C:7]([C:12]2[CH:17]=[CH:16][C:15]([F:18])=[C:14]([F:19])[CH:13]=2)([O:10][CH3:11])[CH2:6]1)[CH2:2][CH2:3][CH3:4]. Reactant: [CH2:1]([N:5]1[CH2:9][CH2:8][C:7]([C:12]2[CH:17]=[CH:16][C:15]([F:18])=[C:14]([F:19])[CH:13]=2)([O:10][CH3:11])[CH2:6]1)[CH2:2][CH2:3][CH3:4].ClC1C=C(C=CC=1)C(OO)=[O:25]. (10) The catalyst class is: 7. Product: [Br:1][C:2]1[CH:8]=[CH:7][CH:6]=[CH:5][C:3]=1[NH:4][C:24](=[O:25])[C:23]([C:20]1[CH:21]=[CH:22][C:17]([CH3:16])=[CH:18][CH:19]=1)=[O:27]. Reactant: [Br:1][C:2]1[CH:8]=[CH:7][CH:6]=[CH:5][C:3]=1[NH2:4].C(N(CC)CC)C.[CH3:16][C:17]1[CH:22]=[CH:21][C:20]([C:23](=[O:27])[C:24](Cl)=[O:25])=[CH:19][CH:18]=1.O.